Dataset: Forward reaction prediction with 1.9M reactions from USPTO patents (1976-2016). Task: Predict the product of the given reaction. Given the reactants [Cl:1][C:2]1[C:7]([O:8][C:9]2[CH:14]=[CH:13][C:12]([N+:15]([O-])=O)=[CH:11][C:10]=2[C:18]#[N:19])=[CH:6][C:5]([NH:20][C:21](=[O:26])[C:22]([F:25])([F:24])[F:23])=[C:4]([F:27])[CH:3]=1.O1CCCC1, predict the reaction product. The product is: [NH2:15][C:12]1[CH:13]=[CH:14][C:9]([O:8][C:7]2[C:2]([Cl:1])=[CH:3][C:4]([F:27])=[C:5]([NH:20][C:21](=[O:26])[C:22]([F:23])([F:24])[F:25])[CH:6]=2)=[C:10]([C:18]#[N:19])[CH:11]=1.